Dataset: Forward reaction prediction with 1.9M reactions from USPTO patents (1976-2016). Task: Predict the product of the given reaction. (1) Given the reactants [CH2:1]([C:5]1[CH:36]=[CH:35][C:8]([NH:9][CH:10]2[CH2:15][CH2:14][N:13]([CH2:16][C:17]3[CH:22]=[CH:21][N:20]=[C:19]([C:23]4[CH:28]=[C:27]([O:29][CH3:30])[C:26]([O:31][CH3:32])=[C:25]([O:33][CH3:34])[CH:24]=4)[CH:18]=3)[CH2:12][CH2:11]2)=[CH:7][CH:6]=1)[CH2:2][CH2:3][CH3:4].[Cl:37][CH2:38][C:39]1[CH:44]=[CH:43][N:42]=[C:41]([C:45]2[CH:50]=[C:49]([O:51][CH3:52])[C:48]([O:53][CH3:54])=[C:47]([O:55][CH3:56])[CH:46]=2)[CH:40]=1, predict the reaction product. The product is: [ClH:37].[ClH:37].[ClH:37].[CH2:1]([C:5]1[CH:6]=[CH:7][C:8]([N:9]([CH:10]2[CH2:11][CH2:12][N:13]([CH2:16][C:17]3[CH:22]=[CH:21][N:20]=[C:19]([C:23]4[CH:28]=[C:27]([O:29][CH3:30])[C:26]([O:31][CH3:32])=[C:25]([O:33][CH3:34])[CH:24]=4)[CH:18]=3)[CH2:14][CH2:15]2)[CH2:38][C:39]2[CH:44]=[CH:43][N:42]=[C:41]([C:45]3[CH:50]=[C:49]([O:51][CH3:52])[C:48]([O:53][CH3:54])=[C:47]([O:55][CH3:56])[CH:46]=3)[CH:40]=2)=[CH:35][CH:36]=1)[CH2:2][CH2:3][CH3:4]. (2) The product is: [F:1][C:2]([F:33])([F:32])[C:3]1[CH:4]=[C:5]([CH:25]=[C:26]([C:28]([F:31])([F:30])[F:29])[CH:27]=1)[CH2:6][N:7]([C:18]1[N:23]=[CH:22][C:21]([OH:36])=[CH:20][N:19]=1)[C:8](=[O:17])[O:9][CH2:10][C:11]1[CH:16]=[CH:15][CH:14]=[CH:13][CH:12]=1. Given the reactants [F:1][C:2]([F:33])([F:32])[C:3]1[CH:4]=[C:5]([CH:25]=[C:26]([C:28]([F:31])([F:30])[F:29])[CH:27]=1)[CH2:6][N:7]([C:18]1[N:23]=[CH:22][C:21](Br)=[CH:20][N:19]=1)[C:8](=[O:17])[O:9][CH2:10][C:11]1[CH:16]=[CH:15][CH:14]=[CH:13][CH:12]=1.C([O-])(=[O:36])C.[K+].B1(B2OC(C)(C)C(C)(C)O2)OC(C)(C)C(C)(C)O1.O, predict the reaction product. (3) Given the reactants O1CCCCC1[O:7][NH:8][C:9](=[O:33])[CH2:10][C:11]1([C:20]2[S:21][C:22]([C:25]3[CH:30]=[CH:29][C:28]([CH2:31][CH3:32])=[CH:27][CH:26]=3)=[CH:23][CH:24]=2)[S:17](=[O:19])(=[O:18])[CH2:16][CH2:15][NH:14][CH2:13][CH2:12]1.[CH:34]([N:37]=[C:38]=[O:39])([CH3:36])[CH3:35], predict the reaction product. The product is: [OH:7][NH:8][C:9](=[O:33])[CH2:10][C:11]1([C:20]2[S:21][C:22]([C:25]3[CH:26]=[CH:27][C:28]([CH2:31][CH3:32])=[CH:29][CH:30]=3)=[CH:23][CH:24]=2)[S:17](=[O:18])(=[O:19])[CH2:16][CH2:15][N:14]([C:38](=[O:39])[NH:37][CH:34]([CH3:36])[CH3:35])[CH2:13][CH2:12]1. (4) The product is: [CH3:1][C:2]1([CH3:15])[CH2:7][CH2:6][CH:5]([OH:8])[CH:4]([C:9]2[N:13]([CH3:14])[N:12]=[CH:11][CH:10]=2)[CH2:3]1. Given the reactants [CH3:1][C:2]1([CH3:15])[CH2:7][CH2:6][C:5](=[O:8])[C:4]([C:9]2[N:13]([CH3:14])[N:12]=[CH:11][CH:10]=2)=[CH:3]1.[BH4-].[Na+].[Cl-].[NH4+], predict the reaction product.